Dataset: Catalyst prediction with 721,799 reactions and 888 catalyst types from USPTO. Task: Predict which catalyst facilitates the given reaction. (1) Reactant: [C:1]1([CH3:11])[CH:6]=[C:5]([CH3:7])[CH:4]=[C:3]([CH3:8])[C:2]=1[C:9]#[CH:10].C([Li])CCC.C[Si](C)(C(C)(C)C)[O:19][C:20]1[CH:21]=[CH:22]C2C(=O)[C:25]3[C:30]([O:31][C:32]=2[CH:33]=1)=[CH:29][C:28]([O:34][Si](C)(C)C(C)(C)C)=[CH:27][CH:26]=3.F.F.F.C(N(CC)CC)C. Product: [CH3:11][C:1]1[CH:6]=[C:5]([CH3:7])[CH:4]=[C:3]([CH3:8])[C:2]=1[CH:9]1[C:25]2[CH:26]=[CH:27][C:28]([OH:34])=[CH:29][C:30]=2[O:31][C:32]2[C:10]1=[CH:22][CH:21]=[C:20]([OH:19])[CH:33]=2. The catalyst class is: 11. (2) Reactant: CCOC(/N=N/C(OCC)=O)=O.[OH:13][C:14]1[CH:23]=[CH:22][CH:21]=[C:20]2[C:15]=1[C:16]([NH:24][C:25]1[CH:30]=[CH:29][C:28]([O:31][C:32]3[CH:33]=[N:34][C:35]([CH3:38])=[CH:36][CH:37]=3)=[C:27]([CH3:39])[CH:26]=1)=[N:17][CH:18]=[N:19]2.[C:40]([O:44][CH3:45])(=[O:43])[CH2:41]O.C1(P(C2C=CC=CC=2)C2C=CC=CC=2)C=CC=CC=1. Product: [CH3:39][C:27]1[CH:26]=[C:25]([NH:24][C:16]2[C:15]3[C:20](=[CH:21][CH:22]=[CH:23][C:14]=3[O:13][CH2:41][C:40]([O:44][CH3:45])=[O:43])[N:19]=[CH:18][N:17]=2)[CH:30]=[CH:29][C:28]=1[O:31][C:32]1[CH:33]=[N:34][C:35]([CH3:38])=[CH:36][CH:37]=1. The catalyst class is: 2. (3) Reactant: [C:1]([O-])([O-])=O.[K+].[K+].CI.[CH2:9]([O:11][C:12]([CH:14]1[CH2:19][NH:18][C:17]2[CH:20]=[C:21]([Cl:26])[C:22]([O:24][CH3:25])=[CH:23][C:16]=2[O:15]1)=[O:13])[CH3:10]. Product: [CH2:9]([O:11][C:12]([CH:14]1[CH2:19][N:18]([CH3:1])[C:17]2[CH:20]=[C:21]([Cl:26])[C:22]([O:24][CH3:25])=[CH:23][C:16]=2[O:15]1)=[O:13])[CH3:10]. The catalyst class is: 3.